Dataset: NCI-60 drug combinations with 297,098 pairs across 59 cell lines. Task: Regression. Given two drug SMILES strings and cell line genomic features, predict the synergy score measuring deviation from expected non-interaction effect. (1) Drug 1: CN(C)C1=NC(=NC(=N1)N(C)C)N(C)C. Drug 2: CC1C(C(CC(O1)OC2CC(CC3=C2C(=C4C(=C3O)C(=O)C5=CC=CC=C5C4=O)O)(C(=O)C)O)N)O. Cell line: SNB-75. Synergy scores: CSS=45.5, Synergy_ZIP=-4.02, Synergy_Bliss=-3.79, Synergy_Loewe=-34.5, Synergy_HSA=1.64. (2) Synergy scores: CSS=36.9, Synergy_ZIP=7.04, Synergy_Bliss=7.36, Synergy_Loewe=-3.78, Synergy_HSA=6.88. Drug 2: CC1CCC2CC(C(=CC=CC=CC(CC(C(=O)C(C(C(=CC(C(=O)CC(OC(=O)C3CCCCN3C(=O)C(=O)C1(O2)O)C(C)CC4CCC(C(C4)OC)O)C)C)O)OC)C)C)C)OC. Drug 1: C1=CN(C(=O)N=C1N)C2C(C(C(O2)CO)O)O.Cl. Cell line: HCT116. (3) Drug 1: COC1=CC(=CC(=C1O)OC)C2C3C(COC3=O)C(C4=CC5=C(C=C24)OCO5)OC6C(C(C7C(O6)COC(O7)C8=CC=CS8)O)O. Synergy scores: CSS=37.6, Synergy_ZIP=-1.94, Synergy_Bliss=-1.97, Synergy_Loewe=-9.03, Synergy_HSA=0.739. Cell line: HS 578T. Drug 2: C1=NC2=C(N1)C(=S)N=C(N2)N. (4) Drug 1: C(=O)(N)NO. Drug 2: B(C(CC(C)C)NC(=O)C(CC1=CC=CC=C1)NC(=O)C2=NC=CN=C2)(O)O. Cell line: HCC-2998. Synergy scores: CSS=45.3, Synergy_ZIP=-0.134, Synergy_Bliss=3.78, Synergy_Loewe=-12.5, Synergy_HSA=0.542. (5) Drug 1: CN1CCC(CC1)COC2=C(C=C3C(=C2)N=CN=C3NC4=C(C=C(C=C4)Br)F)OC. Drug 2: CCC1(CC2CC(C3=C(CCN(C2)C1)C4=CC=CC=C4N3)(C5=C(C=C6C(=C5)C78CCN9C7C(C=CC9)(C(C(C8N6C)(C(=O)OC)O)OC(=O)C)CC)OC)C(=O)OC)O.OS(=O)(=O)O. Cell line: NCIH23. Synergy scores: CSS=38.3, Synergy_ZIP=6.60, Synergy_Bliss=6.67, Synergy_Loewe=-12.8, Synergy_HSA=6.57. (6) Drug 1: CC1C(C(CC(O1)OC2CC(CC3=C2C(=C4C(=C3O)C(=O)C5=C(C4=O)C(=CC=C5)OC)O)(C(=O)CO)O)N)O.Cl. Drug 2: CCC1=CC2CC(C3=C(CN(C2)C1)C4=CC=CC=C4N3)(C5=C(C=C6C(=C5)C78CCN9C7C(C=CC9)(C(C(C8N6C)(C(=O)OC)O)OC(=O)C)CC)OC)C(=O)OC.C(C(C(=O)O)O)(C(=O)O)O. Cell line: SK-MEL-2. Synergy scores: CSS=45.3, Synergy_ZIP=-0.205, Synergy_Bliss=-2.10, Synergy_Loewe=-15.1, Synergy_HSA=-4.62. (7) Drug 1: CS(=O)(=O)C1=CC(=C(C=C1)C(=O)NC2=CC(=C(C=C2)Cl)C3=CC=CC=N3)Cl. Drug 2: C1CC(C1)(C(=O)O)C(=O)O.[NH2-].[NH2-].[Pt+2]. Cell line: MDA-MB-435. Synergy scores: CSS=-0.110, Synergy_ZIP=2.20, Synergy_Bliss=8.16, Synergy_Loewe=-1.75, Synergy_HSA=0.616.